Dataset: Drug-target binding data from BindingDB using Ki measurements. Task: Regression. Given a target protein amino acid sequence and a drug SMILES string, predict the binding affinity score between them. We predict pKi (pKi = -log10(Ki in M); higher means stronger inhibition). Dataset: bindingdb_ki. (1) The small molecule is CN1CCN(C2=c3ccccc3=Nc3ccc(Cl)cc3N2)CC1. The target protein (P08485) has sequence MNFTPVNGSSANQSVRLVTAAHNHLETVEMVFIATVTGSLSLVTVVGNILVMLSIKVNRQLQTVNNYFLFSLGCADLIIGAFSMNLYTLYIIKGYWPLGAVVCDLWLALDYVVSNASVMNLLIISFDRYFCVTKPLTYPARRTTKMAGLMIAAAWVLSFVLWAPAILFWQFVVGKRTVPDNQCFIQFLSNPAVTFGTAIAAFYLPVVIMTVLYIHISLASRSRVHKHRPEGPKEKKAKTLAFLKSPLMKPSIKKPPPGGASREELRNGKLEEAPPPALPPPPRPVPDKDTSNESSSGSATQNTKERPPTELSTAEATTPALPAPTLQPRTLNPASKWSKIQIVTKQTGNECVTAIEIVPATPAGMRPAANVARKFASIARNQVRKKRQMAARERKVTRTIFAILLAFILTWTPYNVMVLVNTFCQSCIPERVWSIGYWLCYVNSTINPACYALCNATFKKTFRHLLLCQYRNIGTAR. The pKi is 7.7. (2) The target protein (O35795) has sequence MAGKLVSLVPPLLLAAAGLTGLLLLCVPTQDVREPPALKYGIVLDAGSSHTSMFVYKWPADKENDTGIVGQHSSCDVQGGGISSYANDPSKAGQSLVRCLEQALRDVPRDRHASTPLYLGATAGMRPFNLTSPEATARVLEAVTQTLTQYPFDFRGARILSGQDEGVFGWVTANYLLENFIKYGWVGRWIRPRKGTLGAMDLGGASTQITFETTSPSEDPGNEVHLRLYGQHYRVYTHSFLCYGRDQILLRLLASALQIHRFHPCWPKGYSTQVLLQEVYQSPCTMGQRPRAFNGSAIVSLSGTSNATLCRDLVSRLFNISSCPFSQCSFNGVFQPPVAGNFIAFSAFYYTVDFLTTVMGLPVGTLKQLEEATEITCNQTWTELQARVPGQKTRLADYCAVAMFIHQLLSRGYHFDERSFREVVFQKKAADTAVGWALGYMLNLTNLIPADLPGLRKGTHFSSWVALLLLFTVLILAALVLLLRQVRSAKSPGAL. The compound is Nc1c(S(=O)(=O)[O-])cc(Nc2cccc3ccccc23)c2c1C(=O)c1ccccc1C2=O. The pKi is 3.4. (3) The small molecule is CCCCCCCCCCCCCC(=O)O[C@@H]1CCCC(=O)O[C@H]1CO. The target protein (P05696) has sequence MADVYPANDSTASQDVANRFARKGALRQKNVHEVKDHKFIARFFKQPTFCSHCTDFIWGFGKQGFQCQVCCFVVHKRCHEFVTFSCPGADKGPDTDDPRSKHKFKIHTYGSPTFCDHCGSLLYGLIHQGMKCDTCDMNVHKQCVINVPSLCGMDHTEKRGRIYLKAEVTDEKLHVTVRDAKNLIPMDPNGLSDPYVKLKLIPDPKNESKQKTKTIRSTLNPQWNESFTFKLKPSDKDRRLSVEIWDWDRTTRNDFMGSLSFGVSELMKMPASGWYKLLNQEEGEYYNVPIPEGDEEGNVELRQKFEKAKLGPAGNKVISPSEDRKQPSNNLDRVKLTDFNFLMVLGKGSFGKVMLADRKGTEELYAIKILKKDVVIQDDDVECTMVEKRVLALLDKPPFLTQLHSCFQTVDRLYFVMEYVNGGDLMYHIQQVGKFKEPQAVFYAAEISIGLFFLHKRGIIYRDLKLDNVMLDSEGHIKIADFGMCKEHMMDGVTTRTFCG.... The pKi is 4.4. (4) The target protein (P35218) has sequence MLGRNTWKTSAFSFLVEQMWAPLWSRSMRPGRWCSQRSCAWQTSNNTLHPLWTVPVSVPGGTRQSPINIQWRDSVYDPQLKPLRVSYEAASCLYIWNTGYLFQVEFDDATEASGISGGPLENHYRLKQFHFHWGAVNEGGSEHTVDGHAYPAELHLVHWNSVKYQNYKEAVVGENGLAVIGVFLKLGAHHQTLQRLVDILPEIKHKDARAAMRPFDPSTLLPTCWDYWTYAGSLTTPPLTESVTWIIQKEPVEVAPSQLSAFRTLLFSALGEEEKMMVNNYRPLQPLMNRKVWASFQATNEGTRS. The pKi is 7.1. The drug is NS(=O)(=O)c1ccc2nc(-c3cscn3)[nH]c2c1. (5) The compound is O=C(CCCCCc1nc2cc3ccccc3cc2[nH]1)C(F)(F)F. The pKi is 5.8. The target protein (Q70I53) has sequence MAIGYVWNTLYGWVDTGTGSLAAANLTARMQPISHHLAHPDTKRRFHELVCASGQIEHLTPIAAVAATDADILRAHSAAHLENMKRVSNLPTGGDTGDGITMMGNGGLEIARLSAGGAVELTRRVATGELSAGYALVNPPGHHAPHNAAMGFCIFNNTSVAAGYARAVLGMERVAILDWDVHHGNGTQDIWWNDPSVLTISLHQHLCFPPDSGYSTERGAGNGHGYNINVPLPPGSGNAAYLHAMDQVVLHALRAYRPQLIIVGSGFDASMLDPLARMMVTADGFRQMARRTIDCAADICDGRIVFVQEGGYSPHYLPFCGLAVIEELTGVRSLPDPYHEFLAGMGGNTLLDAERAAIEEIVPLLADIR. (6) The compound is O=P(O)(O)CCc1cccc(O)c1O. The pKi is 4.0. The target protein (P07639) has sequence MERIVVTLGERSYPITIASGLFNEPASFLPLKSGEQVMLVTNETLAPLYLDKVRGVLEQAGVNVDSVILPDGEQYKSLAVLDTVFTALLQKPHGRDTTLVALGGGVVGDLTGFAAASYQRGVRFIQVPTTLLSQVDSSVGGKTAVNHPLGKNMIGAFYQPASVVVDLDCLKTLPPRELASGLAEVIKYGIILDGAFFNWLEENLDALLRLDGPAMAYCIRRCCELKAEVVAADERETGLRALLNLGHTFGHAIEAEMGYGNWLHGEAVAAGMVMAARTSERLGQFSSAETQRIITLLKRAGLPVNGPREMSAQAYLPHMLRDKKVLAGEMRLILPLAIGKSEVRSGVSHELVLNAIADCQSA.